Dataset: Peptide-MHC class II binding affinity with 134,281 pairs from IEDB. Task: Regression. Given a peptide amino acid sequence and an MHC pseudo amino acid sequence, predict their binding affinity value. This is MHC class II binding data. The peptide sequence is IRALVGDEVELPCRI. The MHC is HLA-DQA10301-DQB10302 with pseudo-sequence HLA-DQA10301-DQB10302. The binding affinity (normalized) is 0.552.